From a dataset of Catalyst prediction with 721,799 reactions and 888 catalyst types from USPTO. Predict which catalyst facilitates the given reaction. Product: [F:9][C:6]1([F:10])[CH2:5][CH2:4][CH2:3][C@@H:2]([NH:1][C:23](=[O:24])[O:22][CH2:19][CH2:18][CH2:16][CH3:17])[C@@H:7]1[OH:8]. The catalyst class is: 4. Reactant: [NH2:1][C@H:2]1[C@H:7]([OH:8])[C:6]([F:10])([F:9])[CH2:5][CH2:4][CH2:3]1.C(N([CH2:16][CH3:17])CC)C.[CH3:18][C:19]([O:22][C:23](O[C:23]([O:22][C:19](C)(C)[CH3:18])=[O:24])=[O:24])(C)C.